Dataset: Full USPTO retrosynthesis dataset with 1.9M reactions from patents (1976-2016). Task: Predict the reactants needed to synthesize the given product. (1) Given the product [OH2:11].[ClH:1].[Cl:1][C:2]1[CH:10]=[C:9]2[C:5]([CH2:6][C:7](=[O:11])[NH:8]2)=[CH:4][CH:3]=1, predict the reactants needed to synthesize it. The reactants are: [Cl:1][C:2]1[CH:10]=[C:9]2[C:5]([CH2:6][C:7](=[O:11])[NH:8]2)=[CH:4][CH:3]=1.Cl. (2) Given the product [F:6][C:7]1[CH:12]=[CH:11][C:10]([C:13]2[N:1]=[N:2][NH:3][CH:14]=2)=[CH:9][CH:8]=1, predict the reactants needed to synthesize it. The reactants are: [N-:1]=[N+:2]=[N-:3].[Na+].[Cl-].[F:6][C:7]1[CH:12]=[CH:11][C:10]([C:13]#[C:14][P+](C2C=CC=CC=2)(C2C=CC=CC=2)C2C=CC=CC=2)=[CH:9][CH:8]=1.[OH-].[Na+].O. (3) The reactants are: [CH3:1][C:2]1([CH3:10])[O:7][C:6]([CH3:9])([CH3:8])[CH2:5][NH:4][CH2:3]1.[CH2:11]([O:18][CH2:19][CH:20]=O)[C:12]1[CH:17]=[CH:16][CH:15]=[CH:14][CH:13]=1.C(O[BH-](OC(=O)C)OC(=O)C)(=O)C.[Na+].[OH-].[Na+]. Given the product [CH2:11]([O:18][CH2:19][CH2:20][N:4]1[CH2:5][C:6]([CH3:9])([CH3:8])[O:7][C:2]([CH3:10])([CH3:1])[CH2:3]1)[C:12]1[CH:17]=[CH:16][CH:15]=[CH:14][CH:13]=1, predict the reactants needed to synthesize it. (4) The reactants are: [O:1]1[CH:5]=[CH:4][CH:3]=[CH:2]1.C([Li])CCC.[CH2:11]1[O:14][CH:12]1[CH3:13]. Given the product [O:1]1[CH:5]=[CH:4][CH:3]=[C:2]1[CH2:11][CH:12]([OH:14])[CH3:13], predict the reactants needed to synthesize it. (5) The reactants are: BrC1C=CC(OC)=C(C)C=1.[CH2:11]([O:18][C:19]1[CH:24]=[CH:23][C:22](Br)=[CH:21][C:20]=1[Cl:26])[C:12]1[CH:17]=[CH:16][CH:15]=[CH:14][CH:13]=1.[NH:27]1[CH2:32][CH2:31][NH:30][CH2:29][CH2:28]1. Given the product [CH2:11]([O:18][C:19]1[CH:24]=[CH:23][C:22]([N:27]2[CH2:32][CH2:31][NH:30][CH2:29][CH2:28]2)=[CH:21][C:20]=1[Cl:26])[C:12]1[CH:17]=[CH:16][CH:15]=[CH:14][CH:13]=1, predict the reactants needed to synthesize it. (6) The reactants are: [C:1]([OH:12])(=O)[C:2]1[C:3](=[CH:7][CH:8]=[CH:9][CH:10]=1)[C:4]([OH:6])=O.[NH2:13][CH2:14][CH2:15][O:16][CH2:17][CH2:18][O:19][CH2:20][CH2:21][O:22][CH2:23][CH2:24][NH:25][S:26]([C:29]1[CH:34]=[CH:33][CH:32]=[C:31]([CH:35]2[C:44]3[C:39](=[C:40]([Cl:46])[CH:41]=[C:42]([Cl:45])[CH:43]=3)[CH2:38][N:37]([CH3:47])[CH2:36]2)[CH:30]=1)(=[O:28])=[O:27]. Given the product [Cl:45][C:42]1[CH:43]=[C:44]2[C:39](=[C:40]([Cl:46])[CH:41]=1)[CH2:38][N:37]([CH3:47])[CH2:36][CH:35]2[C:31]1[CH:30]=[C:29]([S:26]([NH:25][CH2:24][CH2:23][O:22][CH2:21][CH2:20][O:19][CH2:18][CH2:17][O:16][CH2:15][CH2:14][NH:13][C:4](=[O:6])[C:3]2[C:2](=[CH:10][CH:9]=[CH:8][CH:7]=2)[C:1]([NH:13][CH2:14][CH2:15][O:16][CH2:17][CH2:18][O:19][CH2:20][CH2:21][O:22][CH2:23][CH2:24][NH:25][S:26]([C:29]2[CH:34]=[CH:33][CH:32]=[C:31]([CH:35]3[C:44]4[C:39](=[C:40]([Cl:46])[CH:41]=[C:42]([Cl:45])[CH:43]=4)[CH2:38][N:37]([CH3:47])[CH2:36]3)[CH:30]=2)(=[O:28])=[O:27])=[O:12])(=[O:28])=[O:27])[CH:34]=[CH:33][CH:32]=1, predict the reactants needed to synthesize it. (7) Given the product [CH2:15]([C:14]1[C:9]([OH:8])=[C:10]([CH2:17][C:18]([O:20][CH3:21])=[O:19])[CH:11]=[CH:12][CH:13]=1)[CH3:16], predict the reactants needed to synthesize it. The reactants are: C([O:8][C:9]1[C:14]([CH2:15][CH3:16])=[CH:13][CH:12]=[CH:11][C:10]=1[CH2:17][C:18]([O:20][CH3:21])=[O:19])C1C=CC=CC=1. (8) Given the product [C-:2]#[N:3].[C-:2]#[N:3].[C-:2]#[N:3].[C-:2]#[N:3].[C-:2]#[N:3].[C-:2]#[N:3].[Fe+6:1], predict the reactants needed to synthesize it. The reactants are: [Fe-4:1](C#N)(C#N)(C#N)(C#N)(C#N)[C:2]#[N:3].[Na+].[Na+].[Na+].[Na+].S([O-])([O-])(=O)=O.[NH4+].[NH4+].[O-][Cr](O[Cr]([O-])(=O)=O)(=O)=O.[Na+].[Na+]. (9) The reactants are: Cl[C:2]1[CH:7]=[CH:6][C:5]([Cl:8])=[CH:4][C:3]=1[N+:9]([O-:11])=[O:10].[NH2:12][CH2:13][CH2:14][OH:15]. Given the product [Cl:8][C:5]1[CH:6]=[CH:7][C:2]([NH:12][CH2:13][CH2:14][OH:15])=[C:3]([N+:9]([O-:11])=[O:10])[CH:4]=1, predict the reactants needed to synthesize it. (10) The reactants are: [C:1]([N:5]1[CH:9]=[C:8](B2OC(C)(C)C(C)(C)O2)[CH:7]=[N:6]1)([CH3:4])([CH3:3])[CH3:2].Cl[C:20]1[N:25]=[CH:24][C:23]2[CH:26]=[N:27][N:28]([C:29]3[N:34]=[C:33]([N:35]4[CH2:41][CH2:40][CH2:39][N:38]([C:42]([O:44][C:45]([CH3:48])([CH3:47])[CH3:46])=[O:43])[CH2:37][CH2:36]4)[CH:32]=[CH:31][CH:30]=3)[C:22]=2[CH:21]=1. Given the product [C:1]([N:5]1[CH:9]=[C:8]([C:20]2[N:25]=[CH:24][C:23]3[CH:26]=[N:27][N:28]([C:29]4[N:34]=[C:33]([N:35]5[CH2:41][CH2:40][CH2:39][N:38]([C:42]([O:44][C:45]([CH3:48])([CH3:47])[CH3:46])=[O:43])[CH2:37][CH2:36]5)[CH:32]=[CH:31][CH:30]=4)[C:22]=3[CH:21]=2)[CH:7]=[N:6]1)([CH3:2])([CH3:3])[CH3:4], predict the reactants needed to synthesize it.